This data is from Full USPTO retrosynthesis dataset with 1.9M reactions from patents (1976-2016). The task is: Predict the reactants needed to synthesize the given product. (1) The reactants are: [C:1]1([C:29]2[CH:34]=[CH:33][CH:32]=[CH:31][CH:30]=2)[CH:6]=[CH:5][C:4]([C:7]2[N:8]([CH2:16][C@@H:17]3[CH2:21][CH2:20][N:19](C(OC(C)(C)C)=O)[CH2:18]3)[C:9]3[CH:14]=[CH:13][N:12]=[CH:11][C:10]=3[N:15]=2)=[CH:3][CH:2]=1.Cl. Given the product [C:1]1([C:29]2[CH:30]=[CH:31][CH:32]=[CH:33][CH:34]=2)[CH:6]=[CH:5][C:4]([C:7]2[N:8]([CH2:16][C@@H:17]3[CH2:21][CH2:20][NH:19][CH2:18]3)[C:9]3[CH:14]=[CH:13][N:12]=[CH:11][C:10]=3[N:15]=2)=[CH:3][CH:2]=1, predict the reactants needed to synthesize it. (2) Given the product [ClH:30].[F:28][C:22]1[CH:23]=[C:24]([F:27])[CH:25]=[CH:26][C:21]=1[CH2:20][CH:19]([CH3:29])[CH2:18][O:17][C:13]1[CH:12]=[C:11]2[C:16](=[CH:15][CH:14]=1)[NH:8][CH2:9][CH2:10]2, predict the reactants needed to synthesize it. The reactants are: C(OC([N:8]1[C:16]2[C:11](=[CH:12][C:13]([O:17][CH2:18][CH:19]([CH3:29])[CH2:20][C:21]3[CH:26]=[CH:25][C:24]([F:27])=[CH:23][C:22]=3[F:28])=[CH:14][CH:15]=2)[CH2:10][CH2:9]1)=O)(C)(C)C.[ClH:30].O1CCOCC1. (3) Given the product [I:13][C:14]1[CH:21]=[CH:20][C:17]([CH2:18][NH:1][C:2]2[C:7]([N+:8]([O-:10])=[O:9])=[CH:6][CH:5]=[CH:4][N:3]=2)=[CH:16][CH:15]=1, predict the reactants needed to synthesize it. The reactants are: [NH2:1][C:2]1[C:7]([N+:8]([O-:10])=[O:9])=[CH:6][CH:5]=[CH:4][N:3]=1.[H-].[Na+].[I:13][C:14]1[CH:21]=[CH:20][C:17]([CH2:18]Br)=[CH:16][CH:15]=1. (4) Given the product [F:12][C:13]1[CH:18]=[CH:17][C:16]([C:19]2[C:28]([C@H:29]([OH:40])[C:30]3[CH:35]=[CH:34][C:33]([C:36]([F:38])([F:39])[F:37])=[CH:32][CH:31]=3)=[C:27]([CH:41]([CH3:42])[CH3:43])[CH:26]=[C:25]3[C:20]=2[C@@H:21]([OH:46])[CH2:22][C:23]([CH3:44])([CH3:45])[O:24]3)=[CH:15][CH:14]=1, predict the reactants needed to synthesize it. The reactants are: N[C@@H]1C2C(=CC=CC=2)C[C@@H]1O.[F:12][C:13]1[CH:18]=[CH:17][C:16]([C:19]2[C:28]([CH:29]([OH:40])[C:30]3[CH:35]=[CH:34][C:33]([C:36]([F:39])([F:38])[F:37])=[CH:32][CH:31]=3)=[C:27]([CH:41]([CH3:43])[CH3:42])[CH:26]=[C:25]3[C:20]=2[C:21](=[O:46])[CH2:22][C:23]([CH3:45])([CH3:44])[O:24]3)=[CH:15][CH:14]=1.CO. (5) Given the product [C:1]12([NH:12][C:16](=[O:26])[O:43][CH2:42][C:36]3[CH:41]=[CH:40][CH:39]=[CH:38][CH:37]=3)[CH2:5][CH:4]([CH2:6]1)[CH2:3][CH2:2]2, predict the reactants needed to synthesize it. The reactants are: [C:1]12(C(O)=O)[CH2:6][CH:4]([CH2:5]1)[CH2:3][CH2:2]2.CC[N:12]([CH:16](C)C)C(C)C.C1(P(N=[N+]=[N-])(C2C=CC=CC=2)=[O:26])C=CC=CC=1.[C:36]1([CH2:42][OH:43])[CH:41]=[CH:40][CH:39]=[CH:38][CH:37]=1. (6) Given the product [CH3:17][O:18][C:19]1[C:20]([CH2:25][N:10]2[CH2:11][CH2:12][CH:7]([CH2:6][O:5][C:4]3[CH:13]=[CH:14][CH:15]=[CH:16][C:3]=3[CH3:2])[CH2:8][CH2:9]2)=[N:21][CH:22]=[CH:23][N:24]=1, predict the reactants needed to synthesize it. The reactants are: Cl.[CH3:2][C:3]1[CH:16]=[CH:15][CH:14]=[CH:13][C:4]=1[O:5][CH2:6][CH:7]1[CH2:12][CH2:11][NH:10][CH2:9][CH2:8]1.[CH3:17][O:18][C:19]1[C:20]([CH:25]=O)=[N:21][CH:22]=[CH:23][N:24]=1.C(O[BH-](OC(=O)C)OC(=O)C)(=O)C.[Na+].C(=O)([O-])[O-].[Na+].[Na+]. (7) Given the product [CH:25]1([NH:28][C:29](=[O:46])[C:30]2[CH:35]=[CH:34][C:33]([CH3:36])=[C:32]([C:2]3[CH:3]=[C:4]4[C:9](=[CH:10][CH:11]=3)[C:8]([N:12]3[CH2:17][CH2:16][N:15]5[C:18]([C:21]([F:22])([F:24])[F:23])=[N:19][N:20]=[C:14]5[CH2:13]3)=[N:7][N:6]=[CH:5]4)[CH:31]=2)[CH2:26][CH2:27]1, predict the reactants needed to synthesize it. The reactants are: Cl[C:2]1[CH:3]=[C:4]2[C:9](=[CH:10][CH:11]=1)[C:8]([N:12]1[CH2:17][CH2:16][N:15]3[C:18]([C:21]([F:24])([F:23])[F:22])=[N:19][N:20]=[C:14]3[CH2:13]1)=[N:7][N:6]=[CH:5]2.[CH:25]1([NH:28][C:29](=[O:46])[C:30]2[CH:35]=[CH:34][C:33]([CH3:36])=[C:32](B3OC(C)(C)C(C)(C)O3)[CH:31]=2)[CH2:27][CH2:26]1.C1(P(C2CCCCC2)C2C=CC=CC=2C2C=CC=CC=2C)CCCCC1.C(=O)([O-])[O-].[K+].[K+]. (8) Given the product [CH3:1][O:2][C:3](=[O:40])[C@@H:4]([NH:32][C:33]([O:35][C:36]([CH3:38])([CH3:37])[CH3:39])=[O:34])[CH2:5][C:6]1[CH:31]=[CH:30][C:9]2[O:10][C@@H:11]([C:14]3[CH:19]=[CH:18][CH:17]=[C:16]([O:20][CH2:21][C:22]4[CH:27]=[CH:26][C:25]([Cl:28])=[C:24]([Cl:29])[CH:23]=4)[CH:15]=3)[CH2:12][O:13][C:8]=2[CH:7]=1, predict the reactants needed to synthesize it. The reactants are: [CH3:1][O:2][C:3](=[O:40])[C:4]([NH:32][C:33]([O:35][C:36]([CH3:39])([CH3:38])[CH3:37])=[O:34])=[CH:5][C:6]1[CH:31]=[CH:30][C:9]2[O:10][C@@H:11]([C:14]3[CH:19]=[CH:18][CH:17]=[C:16]([O:20][CH2:21][C:22]4[CH:27]=[CH:26][C:25]([Cl:28])=[C:24]([Cl:29])[CH:23]=4)[CH:15]=3)[CH2:12][O:13][C:8]=2[CH:7]=1. (9) Given the product [CH2:9]1[C:4]2[CH:5]=[CH:6][CH:7]=[CH:8][C:3]=2[CH2:2][S:15](=[O:16])[O:17]1, predict the reactants needed to synthesize it. The reactants are: Br[CH2:2][C:3]1[CH:8]=[CH:7][CH:6]=[CH:5][C:4]=1[CH2:9]Br.O.O.OC[S:15]([O-:17])=[O:16].[Na+].O. (10) Given the product [CH3:21][C:19]([O:22][C:23]1[CH:28]=[CH:27][C:26]([O:29][C:30]2[CH:35]=[CH:34][CH:33]=[C:32]([CH2:36][NH:37][S:9]([C:6]3[CH:7]=[CH:8][C:3]([C:2]([F:14])([F:13])[F:1])=[CH:4][CH:5]=3)(=[O:11])=[O:10])[CH:31]=2)=[CH:25][C:24]=1[CH3:38])([CH3:20])[C:18]([OH:40])=[O:17], predict the reactants needed to synthesize it. The reactants are: [F:1][C:2]([F:14])([F:13])[C:3]1[CH:8]=[CH:7][C:6]([S:9](Cl)(=[O:11])=[O:10])=[CH:5][CH:4]=1.C([O:17][C:18](=[O:40])[C:19]([O:22][C:23]1[CH:28]=[CH:27][C:26]([O:29][C:30]2[CH:35]=[CH:34][CH:33]=[C:32]([CH2:36][NH2:37])[CH:31]=2)=[CH:25][C:24]=1[CH2:38]C)([CH3:21])[CH3:20])C.